The task is: Regression. Given a peptide amino acid sequence and an MHC pseudo amino acid sequence, predict their binding affinity value. This is MHC class II binding data.. This data is from Peptide-MHC class II binding affinity with 134,281 pairs from IEDB. (1) The peptide sequence is AASLRKAGKSVVVLNK. The MHC is HLA-DQA10501-DQB10302 with pseudo-sequence HLA-DQA10501-DQB10302. The binding affinity (normalized) is 0. (2) The peptide sequence is FTSLEYIEAAKWLLP. The MHC is HLA-DQA10102-DQB10502 with pseudo-sequence HLA-DQA10102-DQB10502. The binding affinity (normalized) is 0.0871. (3) The peptide sequence is GVAQGGVFHTMWHVT. The MHC is DRB3_0202 with pseudo-sequence DRB3_0202. The binding affinity (normalized) is 0.425. (4) The peptide sequence is FFVKNPTDTGHGTVV. The MHC is DRB1_0901 with pseudo-sequence DRB1_0901. The binding affinity (normalized) is 0. (5) The MHC is DRB3_0101 with pseudo-sequence DRB3_0101. The peptide sequence is TTPFGQQRVFKEKVD. The binding affinity (normalized) is 0.343. (6) The peptide sequence is RVIAQGPTATFEAMY. The MHC is HLA-DQA10501-DQB10301 with pseudo-sequence HLA-DQA10501-DQB10301. The binding affinity (normalized) is 0.456. (7) The peptide sequence is CGYLMFLGGVKPTHI. The MHC is HLA-DQA10501-DQB10302 with pseudo-sequence HLA-DQA10501-DQB10302. The binding affinity (normalized) is 0.469. (8) The peptide sequence is GRWDGEEEVQLIAAV. The MHC is DRB1_0404 with pseudo-sequence DRB1_0404. The binding affinity (normalized) is 0.349.